From a dataset of Forward reaction prediction with 1.9M reactions from USPTO patents (1976-2016). Predict the product of the given reaction. (1) Given the reactants Br[C:2]1[CH:7]=[CH:6][C:5]([C:8]([C:15]2[CH:16]=[N:17][CH:18]=[N:19][CH:20]=2)([O:13][CH3:14])[C:9]([CH3:12])([CH3:11])[CH3:10])=[C:4]([F:21])[CH:3]=1.[F:22][C:23]([F:35])([F:34])[O:24][C:25]1[CH:30]=[CH:29][C:28](B(O)O)=[CH:27][CH:26]=1.C([O-])([O-])=O.[K+].[K+].CN(C=O)C, predict the reaction product. The product is: [F:21][C:4]1[CH:3]=[C:2]([C:28]2[CH:27]=[CH:26][C:25]([O:24][C:23]([F:22])([F:34])[F:35])=[CH:30][CH:29]=2)[CH:7]=[CH:6][C:5]=1[C:8]([C:15]1[CH:16]=[N:17][CH:18]=[N:19][CH:20]=1)([O:13][CH3:14])[C:9]([CH3:12])([CH3:11])[CH3:10]. (2) The product is: [F:1][C:2]([F:43])([F:44])[C@@H:3]([NH:10][C@@H:11]([CH2:38][C:39]([F:42])([CH3:41])[CH3:40])[C:12]([NH:14][C@@H:15]([CH2:36][CH3:37])[CH2:16][NH:17][C:18]1[CH:33]=[CH:32][C:21]([O:22][C:23]([CH3:30])([CH3:31])[C:24]([O:26][CH2:27][CH:28]=[CH2:29])=[O:25])=[CH:20][C:19]=1[O:34][CH3:35])=[O:13])[C:4]1[CH:5]=[CH:6][CH:7]=[CH:8][CH:9]=1.[F:1][C:2]([F:43])([F:44])[C@@H:3]([NH:10][C@@H:11]([CH2:38][C:39]([F:42])([CH3:41])[CH3:40])[C:12]([NH:14][C@@H:15]([CH2:36][CH3:37])[CH2:16][NH:17][C:18]1[CH:33]=[CH:32][C:21]([O:22][C:23]([CH3:30])([CH3:31])[C:24]([OH:26])=[O:25])=[CH:20][C:19]=1[O:34][CH3:35])=[O:13])[C:4]1[CH:5]=[CH:6][CH:7]=[CH:8][CH:9]=1. Given the reactants [F:1][C:2]([F:44])([F:43])[C@@H:3]([NH:10][C@@H:11]([CH2:38][C:39]([F:42])([CH3:41])[CH3:40])[C:12]([NH:14][C@@H:15]([CH2:36][CH3:37])[CH2:16][NH:17][C:18]1[CH:33]=[CH:32][C:21]([O:22][C:23]([CH3:31])([CH3:30])[C:24]([O:26][CH2:27][CH:28]=[CH2:29])=[O:25])=[CH:20][C:19]=1[O:34][CH3:35])=[O:13])[C:4]1[CH:9]=[CH:8][CH:7]=[CH:6][CH:5]=1.N1CCCC1.C1(P(C2C=CC=CC=2)C2C=CC=CC=2)C=CC=CC=1.O, predict the reaction product. (3) Given the reactants Br.[C:2]([C:6]1[CH:11]=[CH:10][C:9](/[C:12](/[C:31]2[N:36]=[C:35]([O:37]C)[C:34]([CH2:39][CH2:40][C:41]([OH:43])=[O:42])=[CH:33][CH:32]=2)=[CH:13]\[C@H:14]2[CH2:18][CH2:17][C:16](=[O:19])[N:15]2[CH2:20][C:21]2[CH:26]=[CH:25][C:24]([O:27][CH3:28])=[CH:23][C:22]=2[O:29][CH3:30])=[CH:8][CH:7]=1)([CH3:5])([CH3:4])[CH3:3].O, predict the reaction product. The product is: [C:2]([C:6]1[CH:7]=[CH:8][C:9](/[C:12](/[C:31]2[NH:36][C:35](=[O:37])[C:34]([CH2:39][CH2:40][C:41]([OH:43])=[O:42])=[CH:33][CH:32]=2)=[CH:13]\[C@H:14]2[CH2:18][CH2:17][C:16](=[O:19])[N:15]2[CH2:20][C:21]2[CH:26]=[CH:25][C:24]([O:27][CH3:28])=[CH:23][C:22]=2[O:29][CH3:30])=[CH:10][CH:11]=1)([CH3:5])([CH3:3])[CH3:4]. (4) Given the reactants F[C:2]1[N:7]=[C:6]([C:8]2[C:16]3[C:11](=[CH:12][N:13]=[C:14]([C:17]4[CH:18]=[N:19][CH:20]=[C:21]([F:23])[CH:22]=4)[CH:15]=3)[N:10]([CH:24]3[CH2:29][CH2:28][CH2:27][CH2:26][O:25]3)[N:9]=2)[CH:5]=[CH:4][CH:3]=1.[NH:30]1[CH2:35][CH2:34][CH2:33][C@H:32]([NH:36][C:37](=[O:43])[O:38][C:39]([CH3:42])([CH3:41])[CH3:40])[CH2:31]1.CS(C)=O, predict the reaction product. The product is: [F:23][C:21]1[CH:22]=[C:17]([C:14]2[CH:15]=[C:16]3[C:8]([C:6]4[N:7]=[C:2]([N:30]5[CH2:35][CH2:34][CH2:33][C@H:32]([NH:36][C:37](=[O:43])[O:38][C:39]([CH3:41])([CH3:40])[CH3:42])[CH2:31]5)[CH:3]=[CH:4][CH:5]=4)=[N:9][N:10]([CH:24]4[CH2:29][CH2:28][CH2:27][CH2:26][O:25]4)[C:11]3=[CH:12][N:13]=2)[CH:18]=[N:19][CH:20]=1.